This data is from Reaction yield outcomes from USPTO patents with 853,638 reactions. The task is: Predict the reaction yield, written as a fraction of the theoretical maximum amount of product (1.0 means a 100% yield; for example, 0.34 means a 34% yield). The reactants are [C:1]1([O:11][CH2:12][CH2:13][N:14]2[C:22]3[CH:21]=[CH:20][CH:19]=[CH:18][C:17]=3[C:16]3[CH2:23][CH2:24][N:25](C(OC(C)(C)C)=O)[CH2:26][CH2:27][C:15]2=3)[C:10]2[CH2:9][CH2:8][CH2:7][CH2:6][C:5]=2[CH:4]=[CH:3][CH:2]=1.[ClH:35]. The catalyst is CCOC(C)=O.O1CCOCC1. The product is [ClH:35].[C:1]1([O:11][CH2:12][CH2:13][N:14]2[C:22]3[CH:21]=[CH:20][CH:19]=[CH:18][C:17]=3[C:16]3[CH2:23][CH2:24][NH:25][CH2:26][CH2:27][C:15]2=3)[C:10]2[CH2:9][CH2:8][CH2:7][CH2:6][C:5]=2[CH:4]=[CH:3][CH:2]=1. The yield is 0.730.